From a dataset of Forward reaction prediction with 1.9M reactions from USPTO patents (1976-2016). Predict the product of the given reaction. (1) Given the reactants N#N.C([O:5][C:6]([C:8]1[N:9]=[C:10]([CH2:13][C:14]2[S:15][C:16]([C:19](=[O:21])[CH3:20])=[CH:17][CH:18]=2)[S:11][CH:12]=1)=[O:7])C.[OH-].[Na+], predict the reaction product. The product is: [C:19]([C:16]1[S:15][C:14]([CH2:13][C:10]2[S:11][CH:12]=[C:8]([C:6]([OH:7])=[O:5])[N:9]=2)=[CH:18][CH:17]=1)(=[O:21])[CH3:20]. (2) Given the reactants N1([C:6](N2C=CN=C2)=[O:7])C=CN=C1.[CH:13]1([CH2:16][OH:17])[CH2:15][CH2:14]1.Cl.[F:19][C:20]1[CH:25]=[C:24]([S:26]([CH3:29])(=[O:28])=[O:27])[CH:23]=[CH:22][C:21]=1[N:30]1[C:34]2=[N:35][CH:36]=[N:37][C:38]([S:39][CH:40]3[CH2:45][CH2:44][NH:43][CH2:42][CH2:41]3)=[C:33]2[CH:32]=[N:31]1.C(N(CC)CC)C, predict the reaction product. The product is: [CH:13]1([CH2:16][O:17][C:6]([N:43]2[CH2:42][CH2:41][CH:40]([S:39][C:38]3[N:37]=[CH:36][N:35]=[C:34]4[N:30]([C:21]5[CH:22]=[CH:23][C:24]([S:26]([CH3:29])(=[O:28])=[O:27])=[CH:25][C:20]=5[F:19])[N:31]=[CH:32][C:33]=34)[CH2:45][CH2:44]2)=[O:7])[CH2:15][CH2:14]1.